Dataset: Catalyst prediction with 721,799 reactions and 888 catalyst types from USPTO. Task: Predict which catalyst facilitates the given reaction. (1) Reactant: [C:1]([C:5]1[O:9][N:8]=[C:7]([C:10]2[CH:15]=[C:14](Cl)[C:13]([CH:17]3[CH2:19][CH2:18]3)=[CH:12][N:11]=2)[N:6]=1)([CH3:4])([CH3:3])[CH3:2].[OH:20][CH2:21][C:22]1[CH:23]=[N:24][CH:25]=[CH:26][CH:27]=1. Product: [C:1]([C:5]1[O:9][N:8]=[C:7]([C:10]2[CH:15]=[C:14]([O:20][CH2:21][C:22]3[CH:23]=[N:24][CH:25]=[CH:26][CH:27]=3)[C:13]([CH:17]3[CH2:19][CH2:18]3)=[CH:12][N:11]=2)[N:6]=1)([CH3:4])([CH3:3])[CH3:2]. The catalyst class is: 13. (2) Reactant: [CH3:1][O:2][CH2:3][N:4]1[C:8]2[CH:9]=[CH:10][C:11]([CH:13]([C:15]3[CH:19]=[CH:18][N:17]([C:20]4[CH:25]=[CH:24][C:23]([N+:26]([O-])=O)=[CH:22][N:21]=4)[N:16]=3)[CH3:14])=[CH:12][C:7]=2[S:6][C:5]1=[O:29]. Product: [NH2:26][C:23]1[CH:24]=[CH:25][C:20]([N:17]2[CH:18]=[CH:19][C:15]([CH:13]([C:11]3[CH:10]=[CH:9][C:8]4[N:4]([CH2:3][O:2][CH3:1])[C:5](=[O:29])[S:6][C:7]=4[CH:12]=3)[CH3:14])=[N:16]2)=[N:21][CH:22]=1. The catalyst class is: 99. (3) Reactant: O[CH2:2][C:3]([NH:6][C:7]([NH:9][C:10]1[CH:15]=[CH:14][CH:13]=[CH:12][CH:11]=1)=[S:8])([CH3:5])[CH3:4].[OH-].[Na+]. Product: [CH3:2][C:3]1([CH3:5])[CH2:4][S:8][C:7]([NH:9][C:10]2[CH:15]=[CH:14][CH:13]=[CH:12][CH:11]=2)=[N:6]1. The catalyst class is: 33. (4) Reactant: [Cl:1][C:2]1[CH:3]=[C:4]([CH:8]=[CH:9][C:10]=1[O:11][CH:12]([CH3:14])[CH3:13])[C:5]([OH:7])=O.C(Cl)CCl.O[NH:20][C:21]([C:23]1[CH:24]=[C:25]2[C:29](=[CH:30][CH:31]=1)[NH:28][N:27]=[CH:26]2)=[NH:22].C(Cl)Cl. Product: [Cl:1][C:2]1[CH:3]=[C:4]([C:5]2[O:7][N:20]=[C:21]([C:23]3[CH:24]=[C:25]4[C:29](=[CH:30][CH:31]=3)[NH:28][N:27]=[CH:26]4)[N:22]=2)[CH:8]=[CH:9][C:10]=1[O:11][CH:12]([CH3:14])[CH3:13]. The catalyst class is: 18. (5) Product: [F:34][C:32]1[CH:33]=[C:28]2[O:27][C:26]([C:3]3[C:2]([NH2:1])=[N:7][CH:6]=[C:5]([C:8]4[CH:9]=[N:10][N:11]([CH:13]5[CH2:14][CH2:15][NH:16][CH2:17][CH2:18]5)[CH:12]=4)[CH:4]=3)=[N:35][C:29]2=[N:30][CH:31]=1. The catalyst class is: 4. Reactant: [NH2:1][C:2]1[N:7]=[CH:6][C:5]([C:8]2[CH:9]=[N:10][N:11]([CH:13]3[CH2:18][CH2:17][N:16](C(OC(C)(C)C)=O)[CH2:15][CH2:14]3)[CH:12]=2)=[CH:4][C:3]=1[C:26]1[O:27][C:28]2[C:29]([N:35]=1)=[N:30][CH:31]=[C:32]([F:34])[CH:33]=2.Cl.N. (6) Reactant: Cl.[NH2:2][CH2:3][CH:4]([CH:6]1[CH2:10][CH2:9][O:8][CH2:7]1)[OH:5].[H-].[Na+].[O:13]1[C:17]2[CH:18]=[CH:19][CH:20]=[CH:21][C:16]=2[CH:15]=[C:14]1[C:22]1[N:26]2[N:27]=[C:28](Cl)[CH:29]=[CH:30][C:25]2=[N:24][CH:23]=1. Product: [O:13]1[C:17]2[CH:18]=[CH:19][CH:20]=[CH:21][C:16]=2[CH:15]=[C:14]1[C:22]1[N:26]2[N:27]=[C:28]([O:5][CH:4]([CH:6]3[CH2:10][CH2:9][O:8][CH2:7]3)[CH2:3][NH2:2])[CH:29]=[CH:30][C:25]2=[N:24][CH:23]=1. The catalyst class is: 3. (7) Reactant: [C:1]([O:5][C:6]([NH:8][CH2:9][C@H:10]1[CH2:15][CH2:14][C@H:13]([C:16]([NH:18][C@H:19]([C:38](=[O:50])[NH:39][C:40]2[CH:49]=[CH:48][C:43]3[NH:44][C:45](=[O:47])[NH:46][C:42]=3[CH:41]=2)[CH2:20][C:21]2[CH:26]=[CH:25][C:24]([C:27]3[CH:32]=[CH:31][C:30]([C:33]([O:35]C)=[O:34])=[CH:29][C:28]=3[CH3:37])=[CH:23][CH:22]=2)=[O:17])[CH2:12][CH2:11]1)=[O:7])([CH3:4])([CH3:3])[CH3:2].[OH-].[Li+]. Product: [C:1]([O:5][C:6]([NH:8][CH2:9][C@H:10]1[CH2:11][CH2:12][C@H:13]([C:16]([NH:18][C@H:19]([C:38](=[O:50])[NH:39][C:40]2[CH:49]=[CH:48][C:43]3[NH:44][C:45](=[O:47])[NH:46][C:42]=3[CH:41]=2)[CH2:20][C:21]2[CH:22]=[CH:23][C:24]([C:27]3[CH:32]=[CH:31][C:30]([C:33]([OH:35])=[O:34])=[CH:29][C:28]=3[CH3:37])=[CH:25][CH:26]=2)=[O:17])[CH2:14][CH2:15]1)=[O:7])([CH3:4])([CH3:2])[CH3:3]. The catalyst class is: 30. (8) Reactant: C(N(CC)CC)C.[CH3:8][Si:9]([C:12]#[CH:13])([CH3:11])[CH3:10].Br[C:15]1[N:20]=[CH:19][C:18]([N:21]2[C:30]3[N:31]4[CH:37]=[CH:36][CH:35]=[CH:34][C:32]4=[N:33][C:29]=3[C:28]3[C:23](=[CH:24][CH:25]=[CH:26][CH:27]=3)[C:22]2=[O:38])=[CH:17][CH:16]=1. Product: [CH3:8][Si:9]([C:12]#[C:13][C:15]1[N:20]=[CH:19][C:18]([N:21]2[C:30]3[N:31]4[CH:37]=[CH:36][CH:35]=[CH:34][C:32]4=[N:33][C:29]=3[C:28]3[C:23](=[CH:24][CH:25]=[CH:26][CH:27]=3)[C:22]2=[O:38])=[CH:17][CH:16]=1)([CH3:11])[CH3:10]. The catalyst class is: 654. (9) Reactant: [N:1]1[CH:6]=[CH:5][C:4]([CH2:7][CH2:8][C:9]([O:11][C:12]([CH3:15])([CH3:14])[CH3:13])=[O:10])=[CH:3][CH:2]=1.ClC1C=CC=C(C(OO)=O)C=1.C[Si]([C:31]#[N:32])(C)C.CN(C)C(Cl)=O. Product: [C:31]([C:2]1[CH:3]=[C:4]([CH2:7][CH2:8][C:9]([O:11][C:12]([CH3:15])([CH3:14])[CH3:13])=[O:10])[CH:5]=[CH:6][N:1]=1)#[N:32]. The catalyst class is: 84. (10) Reactant: [NH2:1][CH2:2][CH2:3][C:4]1[CH:14]=[CH:13][C:7]([C:8]([O:10][CH2:11][CH3:12])=[O:9])=[CH:6][CH:5]=1.C(N(CC)CC)C.Cl[S:23]([C:26]1[CH:27]=[C:28]([CH:32]=[CH:33][C:34]=1[O:35][CH3:36])[C:29]([OH:31])=[O:30])(=[O:25])=[O:24].Cl. Product: [CH2:11]([O:10][C:8]([C:7]1[CH:13]=[CH:14][C:4]([CH2:3][CH2:2][NH:1][S:23]([C:26]2[CH:27]=[C:28]([CH:32]=[CH:33][C:34]=2[O:35][CH3:36])[C:29]([OH:31])=[O:30])(=[O:25])=[O:24])=[CH:5][CH:6]=1)=[O:9])[CH3:12]. The catalyst class is: 30.